This data is from Reaction yield outcomes from USPTO patents with 853,638 reactions. The task is: Predict the reaction yield, written as a fraction of the theoretical maximum amount of product (1.0 means a 100% yield; for example, 0.34 means a 34% yield). The reactants are Br[C:2]1[N:10]2[C:5]([CH:6]=[N:7][C:8]([NH:11][C:12]3[CH:17]=[CH:16][C:15]([N:18]4[CH2:23][CH2:22][N:21]([CH3:24])[CH2:20][CH2:19]4)=[CH:14][CH:13]=3)=[N:9]2)=[CH:4][CH:3]=1.[CH3:25][O:26][CH2:27][C:28]1[CH:33]=[CH:32][CH:31]=[CH:30][C:29]=1B(O)O. No catalyst specified. The product is [CH3:25][O:26][CH2:27][C:28]1[CH:33]=[CH:32][CH:31]=[CH:30][C:29]=1[C:2]1[N:10]2[C:5]([CH:6]=[N:7][C:8]([NH:11][C:12]3[CH:13]=[CH:14][C:15]([N:18]4[CH2:23][CH2:22][N:21]([CH3:24])[CH2:20][CH2:19]4)=[CH:16][CH:17]=3)=[N:9]2)=[CH:4][CH:3]=1. The yield is 0.760.